This data is from NCI-60 drug combinations with 297,098 pairs across 59 cell lines. The task is: Regression. Given two drug SMILES strings and cell line genomic features, predict the synergy score measuring deviation from expected non-interaction effect. (1) Drug 1: CC12CCC3C(C1CCC2O)C(CC4=C3C=CC(=C4)O)CCCCCCCCCS(=O)CCCC(C(F)(F)F)(F)F. Drug 2: CC1=C(C(=O)C2=C(C1=O)N3CC4C(C3(C2COC(=O)N)OC)N4)N. Cell line: SF-539. Synergy scores: CSS=36.3, Synergy_ZIP=-1.95, Synergy_Bliss=-6.39, Synergy_Loewe=-42.3, Synergy_HSA=-7.39. (2) Drug 2: C1CN(CCN1C(=O)CCBr)C(=O)CCBr. Cell line: TK-10. Drug 1: CC1=C(C=C(C=C1)NC2=NC=CC(=N2)N(C)C3=CC4=NN(C(=C4C=C3)C)C)S(=O)(=O)N.Cl. Synergy scores: CSS=7.53, Synergy_ZIP=-0.758, Synergy_Bliss=0.395, Synergy_Loewe=-5.50, Synergy_HSA=-2.87. (3) Drug 1: C1CCN(CC1)CCOC2=CC=C(C=C2)C(=O)C3=C(SC4=C3C=CC(=C4)O)C5=CC=C(C=C5)O. Drug 2: C1CC(=O)NC(=O)C1N2CC3=C(C2=O)C=CC=C3N. Cell line: RXF 393. Synergy scores: CSS=1.26, Synergy_ZIP=3.38, Synergy_Bliss=-1.77, Synergy_Loewe=-1.60, Synergy_HSA=-1.04. (4) Drug 1: C1CC(=O)NC(=O)C1N2CC3=C(C2=O)C=CC=C3N. Drug 2: COC1=NC(=NC2=C1N=CN2C3C(C(C(O3)CO)O)O)N. Cell line: T-47D. Synergy scores: CSS=-2.36, Synergy_ZIP=1.38, Synergy_Bliss=-3.42, Synergy_Loewe=-4.95, Synergy_HSA=-5.81. (5) Drug 1: C1CCC(CC1)NC(=O)N(CCCl)N=O. Drug 2: CNC(=O)C1=NC=CC(=C1)OC2=CC=C(C=C2)NC(=O)NC3=CC(=C(C=C3)Cl)C(F)(F)F. Cell line: SNB-19. Synergy scores: CSS=63.2, Synergy_ZIP=7.03, Synergy_Bliss=6.73, Synergy_Loewe=-15.4, Synergy_HSA=7.21. (6) Drug 1: CCN(CC)CCNC(=O)C1=C(NC(=C1C)C=C2C3=C(C=CC(=C3)F)NC2=O)C. Drug 2: C1=NNC2=C1C(=O)NC=N2. Cell line: MDA-MB-435. Synergy scores: CSS=3.04, Synergy_ZIP=-0.332, Synergy_Bliss=-0.137, Synergy_Loewe=-1.35, Synergy_HSA=-1.47. (7) Drug 1: CC1CCC2CC(C(=CC=CC=CC(CC(C(=O)C(C(C(=CC(C(=O)CC(OC(=O)C3CCCCN3C(=O)C(=O)C1(O2)O)C(C)CC4CCC(C(C4)OC)O)C)C)O)OC)C)C)C)OC. Drug 2: CC1CCCC2(C(O2)CC(NC(=O)CC(C(C(=O)C(C1O)C)(C)C)O)C(=CC3=CSC(=N3)C)C)C. Cell line: SF-539. Synergy scores: CSS=64.3, Synergy_ZIP=1.70, Synergy_Bliss=0.340, Synergy_Loewe=0.0818, Synergy_HSA=3.88.